From a dataset of TCR-epitope binding with 47,182 pairs between 192 epitopes and 23,139 TCRs. Binary Classification. Given a T-cell receptor sequence (or CDR3 region) and an epitope sequence, predict whether binding occurs between them. (1) The epitope is KAFSPEVIPMF. The TCR CDR3 sequence is CASTTLGQDQETQYF. Result: 1 (the TCR binds to the epitope). (2) The epitope is IVDTVSALV. The TCR CDR3 sequence is CASSWTGTSERFF. Result: 0 (the TCR does not bind to the epitope). (3) The epitope is SEPVLKGVKL. The TCR CDR3 sequence is CASSTVEDYEQYF. Result: 1 (the TCR binds to the epitope). (4) The epitope is KLWAQCVQL. The TCR CDR3 sequence is CASSATEIDSPLHF. Result: 1 (the TCR binds to the epitope). (5) The epitope is SSNVANYQK. The TCR CDR3 sequence is CAISDPSGSSYNEQFF. Result: 0 (the TCR does not bind to the epitope).